From a dataset of Forward reaction prediction with 1.9M reactions from USPTO patents (1976-2016). Predict the product of the given reaction. (1) Given the reactants [O:1]=[C:2]1[CH2:7][CH2:6][O:5][CH:4]([C:8](O)=[O:9])[CH2:3]1.C1COCC1, predict the reaction product. The product is: [OH:9][CH2:8][CH:4]1[CH2:3][CH:2]([OH:1])[CH2:7][CH2:6][O:5]1. (2) Given the reactants [O:1]=[C:2]1[CH2:10][C:9]2[C:4](=[CH:5][C:6]([C:11]([C:13]3[CH:18]=[CH:17][C:16]([NH:19][C:20]([C:22]4[S:23][CH:24]=[CH:25][CH:26]=4)=[O:21])=[CH:15][CH:14]=3)=[O:12])=[CH:7][CH:8]=2)[NH:3]1.[CH:27](OCC)=[O:28].[O-]CC.[Na+].Cl, predict the reaction product. The product is: [OH:28][CH:27]=[C:10]1[C:9]2[C:4](=[CH:5][C:6]([C:11]([C:13]3[CH:18]=[CH:17][C:16]([NH:19][C:20]([C:22]4[S:23][CH:24]=[CH:25][CH:26]=4)=[O:21])=[CH:15][CH:14]=3)=[O:12])=[CH:7][CH:8]=2)[NH:3][C:2]1=[O:1]. (3) Given the reactants [CH2:1]([C:3]1[N:7]([C:8]2[N:16]=[C:15]3[C:11]([N:12]=[C:13]([CH:18]=O)[N:14]3[CH3:17])=[C:10]([N:20]3[CH2:25][CH2:24][O:23][CH2:22][CH2:21]3)[N:9]=2)[C:6]2[CH:26]=[CH:27][CH:28]=[CH:29][C:5]=2[N:4]=1)[CH3:2].[NH:30]1[CH2:33][CH:32]([N:34]2[CH2:39][CH2:38][NH:37][C:36](=[O:40])[CH2:35]2)[CH2:31]1.ClCCCl.C(O[BH-](OC(=O)C)OC(=O)C)(=O)C.[Na+], predict the reaction product. The product is: [CH2:1]([C:3]1[N:7]([C:8]2[N:16]=[C:15]3[C:11]([N:12]=[C:13]([CH2:18][CH:33]4[NH:30][CH2:31][CH:32]4[N:34]4[CH2:39][CH2:38][NH:37][C:36](=[O:40])[CH2:35]4)[N:14]3[CH3:17])=[C:10]([N:20]3[CH2:25][CH2:24][O:23][CH2:22][CH2:21]3)[N:9]=2)[C:6]2[CH:26]=[CH:27][CH:28]=[CH:29][C:5]=2[N:4]=1)[CH3:2]. (4) Given the reactants [NH2:1][C:2]1[CH:3]=[C:4]([CH:8]=[C:9]([CH:11]([CH3:13])[CH3:12])[CH:10]=1)[C:5]([OH:7])=[O:6].[CH3:14][O:15][C:16]1[N:21]=[C:20]([O:22][CH3:23])[C:19]([C:24]2[CH:33]=[C:32]3[C:27]([C:28](Cl)=[C:29]([C:34]([NH2:36])=[O:35])[CH:30]=[N:31]3)=[CH:26][CH:25]=2)=[CH:18][N:17]=1, predict the reaction product. The product is: [C:5]([OH:7])(=[O:6])[CH3:4].[NH2:36][C:34]([C:29]1[CH:30]=[N:31][C:32]2[C:27]([C:28]=1[NH:1][C:2]1[CH:3]=[C:4]([CH:8]=[C:9]([CH:11]([CH3:13])[CH3:12])[CH:10]=1)[C:5]([OH:7])=[O:6])=[CH:26][CH:25]=[C:24]([C:19]1[C:20]([O:22][CH3:23])=[N:21][C:16]([O:15][CH3:14])=[N:17][CH:18]=1)[CH:33]=2)=[O:35]. (5) Given the reactants [CH3:1][N:2]([C:10]1[CH:15]=[CH:14][CH:13]=[C:12]([N+:16]([O-])=O)[CH:11]=1)[C:3](=[O:9])[O:4][C:5]([CH3:8])([CH3:7])[CH3:6], predict the reaction product. The product is: [NH2:16][C:12]1[CH:11]=[C:10]([N:2]([CH3:1])[C:3](=[O:9])[O:4][C:5]([CH3:6])([CH3:7])[CH3:8])[CH:15]=[CH:14][CH:13]=1. (6) Given the reactants Cl.[CH3:2][CH:3]1[CH2:8][CH2:7][CH2:6][NH:5][CH:4]1[C:9]([OH:11])=[O:10].Cl[C:13]([O:15][CH2:16][C:17]1[CH:22]=[CH:21][CH:20]=[CH:19][CH:18]=1)=[O:14].C1(C)C=CC=CC=1, predict the reaction product. The product is: [CH2:16]([O:15][C:13]([N:5]1[CH2:6][CH2:7][CH2:8][CH:3]([CH3:2])[CH:4]1[C:9]([OH:11])=[O:10])=[O:14])[C:17]1[CH:22]=[CH:21][CH:20]=[CH:19][CH:18]=1. (7) The product is: [C:18]([C:16]1[CH:15]=[C:11]([C:12](=[O:13])[NH2:14])[C:10]([O:22][CH3:23])=[C:9]([NH:8][C:62](=[O:63])[NH:61][C:54]2[C:55]3[C:60](=[CH:59][CH:58]=[CH:57][CH:56]=3)[C:51]([O:50][C:48]3[CH:47]=[CH:46][N:45]=[C:44]([NH:43][C:28]4[CH:29]=[C:30]([CH:31]=[C:26]([O:25][CH3:24])[CH:27]=4)[C:32]([NH:33][CH2:34][CH2:35][N:36]4[CH2:37][CH2:38][O:39][CH2:40][CH2:41]4)=[O:42])[CH:49]=3)=[CH:52][CH:53]=2)[CH:17]=1)([CH3:20])([CH3:19])[CH3:21]. Given the reactants C(N(CC)CC)C.[NH2:8][C:9]1[C:10]([O:22][CH3:23])=[C:11]([CH:15]=[C:16]([C:18]([CH3:21])([CH3:20])[CH3:19])[CH:17]=1)[C:12]([NH2:14])=[O:13].[CH3:24][O:25][C:26]1[CH:27]=[C:28]([NH:43][C:44]2[CH:49]=[C:48]([O:50][C:51]3[C:60]4[C:55](=[CH:56][CH:57]=[CH:58][CH:59]=4)[C:54]([NH:61][C:62](=O)[O:63]C4C=CC=CC=4)=[CH:53][CH:52]=3)[CH:47]=[CH:46][N:45]=2)[CH:29]=[C:30]([C:32](=[O:42])[NH:33][CH2:34][CH2:35][N:36]2[CH2:41][CH2:40][O:39][CH2:38][CH2:37]2)[CH:31]=1.CN(C=O)C, predict the reaction product. (8) Given the reactants [C:1]([O:7][CH2:8][CH3:9])(=[O:6])[CH2:2][C:3]([O-:5])=[O:4].[H-].[Na+].Br[C:13]1[C:14]([F:24])=[C:15]2[C:20](=[CH:21][C:22]=1[F:23])[N:19]=[CH:18][CH:17]=[CH:16]2.Cl.O1CCO[CH2:28][CH2:27]1, predict the reaction product. The product is: [CH2:8]([O:7][C:1](=[O:6])[CH:2]([C:13]1[C:14]([F:24])=[C:15]2[C:20](=[CH:21][C:22]=1[F:23])[N:19]=[CH:18][CH:17]=[CH:16]2)[C:3]([O:5][CH2:27][CH3:28])=[O:4])[CH3:9]. (9) Given the reactants [Cl:1][C:2]1[CH:7]=[C:6]([C:8]2[C:17]3[C:12](=[CH:13][CH:14]=[CH:15][CH:16]=3)[CH:11]=[CH:10][CH:9]=2)[CH:5]=[CH:4][C:3]=1[C:18]([N:20]1[C:26]2[CH:27]=[CH:28][CH:29]=[CH:30][C:25]=2[CH2:24][N:23]2[C:31]([C:34]([OH:36])=O)=[CH:32][CH:33]=[C:22]2[CH2:21]1)=[O:19].[NH2:37][CH2:38][C:39]1[CH:44]=[CH:43][N:42]=[CH:41][CH:40]=1, predict the reaction product. The product is: [Cl:1][C:2]1[CH:7]=[C:6]([C:8]2[C:17]3[C:12](=[CH:13][CH:14]=[CH:15][CH:16]=3)[CH:11]=[CH:10][CH:9]=2)[CH:5]=[CH:4][C:3]=1[C:18]([N:20]1[C:26]2[CH:27]=[CH:28][CH:29]=[CH:30][C:25]=2[CH2:24][N:23]2[C:31]([C:34]([NH:37][CH2:38][C:39]3[CH:44]=[CH:43][N:42]=[CH:41][CH:40]=3)=[O:36])=[CH:32][CH:33]=[C:22]2[CH2:21]1)=[O:19].